Regression. Given two drug SMILES strings and cell line genomic features, predict the synergy score measuring deviation from expected non-interaction effect. From a dataset of NCI-60 drug combinations with 297,098 pairs across 59 cell lines. (1) Drug 1: CC1=C(C=C(C=C1)C(=O)NC2=CC(=CC(=C2)C(F)(F)F)N3C=C(N=C3)C)NC4=NC=CC(=N4)C5=CN=CC=C5. Drug 2: CC=C1C(=O)NC(C(=O)OC2CC(=O)NC(C(=O)NC(CSSCCC=C2)C(=O)N1)C(C)C)C(C)C. Cell line: KM12. Synergy scores: CSS=40.5, Synergy_ZIP=-2.18, Synergy_Bliss=-4.49, Synergy_Loewe=-32.8, Synergy_HSA=-4.37. (2) Synergy scores: CSS=42.7, Synergy_ZIP=-1.49, Synergy_Bliss=-0.520, Synergy_Loewe=-15.8, Synergy_HSA=2.36. Drug 1: C1=CC(=C2C(=C1NCCNCCO)C(=O)C3=C(C=CC(=C3C2=O)O)O)NCCNCCO. Drug 2: C1CN(CCN1C(=O)CCBr)C(=O)CCBr. Cell line: HOP-92.